This data is from Reaction yield outcomes from USPTO patents with 853,638 reactions. The task is: Predict the reaction yield, written as a fraction of the theoretical maximum amount of product (1.0 means a 100% yield; for example, 0.34 means a 34% yield). (1) The reactants are [Cl-].O[NH3+:3].[C:4](=[O:7])([O-])[OH:5].[Na+].CS(C)=O.[CH3:13][N:14]([CH:49]1[CH2:54][CH2:53][O:52][CH2:51][CH2:50]1)[C@H:15]1[CH2:20][CH2:19][C@H:18]([N:21]2[C:26](=[O:27])[C:25]([CH2:28][C:29]3[CH:34]=[CH:33][C:32]([C:35]4[C:36]([C:41]#[N:42])=[CH:37][CH:38]=[CH:39][CH:40]=4)=[CH:31][CH:30]=3)=[C:24]([CH2:43][CH2:44][CH3:45])[N:23]3[N:46]=[CH:47][N:48]=[C:22]23)[CH2:17][CH2:16]1. The catalyst is O.C(OCC)(=O)C. The product is [CH3:13][N:14]([CH:49]1[CH2:50][CH2:51][O:52][CH2:53][CH2:54]1)[C@H:15]1[CH2:16][CH2:17][C@H:18]([N:21]2[C:26](=[O:27])[C:25]([CH2:28][C:29]3[CH:30]=[CH:31][C:32]([C:35]4[CH:40]=[CH:39][CH:38]=[CH:37][C:36]=4[C:41]4[NH:3][C:4](=[O:7])[O:5][N:42]=4)=[CH:33][CH:34]=3)=[C:24]([CH2:43][CH2:44][CH3:45])[N:23]3[N:46]=[CH:47][N:48]=[C:22]23)[CH2:19][CH2:20]1. The yield is 0.290. (2) The reactants are Cl[C:2]1[C:7]([C:8]#[N:9])=[CH:6][CH:5]=[CH:4][N:3]=1.[Cl:10][C:11]1[CH:16]=[CH:15][CH:14]=[CH:13][C:12]=1B(O)O. No catalyst specified. The product is [Cl:10][C:11]1[CH:16]=[CH:15][CH:14]=[CH:13][C:12]=1[C:2]1[N:3]=[CH:4][CH:5]=[CH:6][C:7]=1[C:8]#[N:9]. The yield is 0.180. (3) The reactants are C(OP([CH2:9][C:10]1[CH:15]=[C:14]([O:16][CH3:17])[C:13]([CH2:18][CH2:19][CH3:20])=[C:12]([O:21][CH3:22])[CH:11]=1)(=O)OCC)C.[CH3:23][O:24][C:25]1[CH:26]=[C:27]([CH:30]=[C:31]([O:33][CH3:34])[CH:32]=1)[CH:28]=O. No catalyst specified. The product is [CH3:17][O:16][C:14]1[CH:15]=[C:10]([CH:9]=[CH:28][C:27]2[CH:30]=[C:31]([O:33][CH3:34])[CH:32]=[C:25]([O:24][CH3:23])[CH:26]=2)[CH:11]=[C:12]([O:21][CH3:22])[C:13]=1[CH2:18][CH2:19][CH3:20]. The yield is 0.250.